Task: Predict the reaction yield, written as a fraction of the theoretical maximum amount of product (1.0 means a 100% yield; for example, 0.34 means a 34% yield).. Dataset: Reaction yield outcomes from USPTO patents with 853,638 reactions The reactants are Cl[C:2]1[N:7]=[C:6]2[CH2:8][CH2:9][CH2:10][C:5]2=[C:4]([Cl:11])[CH:3]=1.CC1(C)C(C)(C)OB([C:20]2[CH2:24][CH2:23][C:22](=[O:25])[CH:21]=2)O1.C([O-])([O-])=O.[Cs+].[Cs+].C1(C)C=CC=CC=1. The catalyst is C(OCC)(=O)C.O.C1C=CC([P]([Pd]([P](C2C=CC=CC=2)(C2C=CC=CC=2)C2C=CC=CC=2)([P](C2C=CC=CC=2)(C2C=CC=CC=2)C2C=CC=CC=2)[P](C2C=CC=CC=2)(C2C=CC=CC=2)C2C=CC=CC=2)(C2C=CC=CC=2)C2C=CC=CC=2)=CC=1.CCO. The product is [Cl:11][C:4]1[CH:3]=[C:2]([C:20]2[CH2:24][CH2:23][C:22](=[O:25])[CH:21]=2)[N:7]=[C:6]2[CH2:8][CH2:9][CH2:10][C:5]=12. The yield is 0.230.